Dataset: Peptide-MHC class I binding affinity with 185,985 pairs from IEDB/IMGT. Task: Regression. Given a peptide amino acid sequence and an MHC pseudo amino acid sequence, predict their binding affinity value. This is MHC class I binding data. (1) The peptide sequence is FLSFASLFL. The MHC is HLA-A02:01 with pseudo-sequence HLA-A02:01. The binding affinity (normalized) is 1.00. (2) The peptide sequence is VTTHKYAGPY. The MHC is HLA-A03:01 with pseudo-sequence HLA-A03:01. The binding affinity (normalized) is 0.00203. (3) The peptide sequence is LLAAVASSY. The MHC is HLA-B15:01 with pseudo-sequence HLA-B15:01. The binding affinity (normalized) is 0.532. (4) The peptide sequence is AKYEICLEK. The MHC is HLA-B08:01 with pseudo-sequence HLA-B08:01. The binding affinity (normalized) is 0.0847. (5) The peptide sequence is LPCVLWPVL. The MHC is HLA-A29:02 with pseudo-sequence HLA-A29:02. The binding affinity (normalized) is 0. (6) The peptide sequence is SVLLFLAFV. The MHC is HLA-A68:02 with pseudo-sequence HLA-A68:02. The binding affinity (normalized) is 0.448. (7) The peptide sequence is RPPEVDGNR. The MHC is HLA-B40:01 with pseudo-sequence HLA-B40:01. The binding affinity (normalized) is 0.0847. (8) The peptide sequence is FTSDVKAAVI. The MHC is HLA-A30:02 with pseudo-sequence HLA-A30:02. The binding affinity (normalized) is 0. (9) The peptide sequence is NLPFDKTTIMA. The MHC is HLA-A68:02 with pseudo-sequence HLA-A68:02. The binding affinity (normalized) is 0.140. (10) The peptide sequence is ISSNTGNL. The MHC is H-2-Kb with pseudo-sequence H-2-Kb. The binding affinity (normalized) is 0.254.